This data is from Full USPTO retrosynthesis dataset with 1.9M reactions from patents (1976-2016). The task is: Predict the reactants needed to synthesize the given product. (1) Given the product [O:1]=[S:2]1(=[O:10])[CH2:6][CH2:5][CH:4]([CH2:7][OH:8])[CH2:3]1, predict the reactants needed to synthesize it. The reactants are: [O:1]=[S:2]1(=[O:10])[CH2:6][CH2:5][CH:4]([C:7](O)=[O:8])[CH2:3]1.[H-].[H-].[H-].[H-].[Li+].[Al+3].O.[OH-].[Na+]. (2) Given the product [Cl:8][C:5]1[CH:6]=[CH:7][C:2]([NH:1][S:28]([C:25]2[CH:24]=[CH:23][C:22]([O:21][CH:18]([CH3:20])[CH3:19])=[CH:27][CH:26]=2)(=[O:30])=[O:29])=[C:3]([C:9]([C:11]2[C:12]([CH3:17])=[N:13][CH:14]=[CH:15][CH:16]=2)=[O:10])[CH:4]=1, predict the reactants needed to synthesize it. The reactants are: [NH2:1][C:2]1[CH:7]=[CH:6][C:5]([Cl:8])=[CH:4][C:3]=1[C:9]([C:11]1[C:12]([CH3:17])=[N:13][CH:14]=[CH:15][CH:16]=1)=[O:10].[CH:18]([O:21][C:22]1[CH:27]=[CH:26][C:25]([S:28](Cl)(=[O:30])=[O:29])=[CH:24][CH:23]=1)([CH3:20])[CH3:19]. (3) Given the product [Cl:15][C:8]1[C:7]2[C:12](=[CH:13][CH:14]=[C:5]([CH2:3][OH:4])[CH:6]=2)[N:11]=[CH:10][CH:16]=1, predict the reactants needed to synthesize it. The reactants are: CO[C:3]([C:5]1[CH:6]=[C:7]2[C:12](=[CH:13][CH:14]=1)[N:11]=[CH:10]N=[C:8]2[Cl:15])=[O:4].[CH3:16]C(C[AlH]CC(C)C)C. (4) Given the product [CH3:1][C:2]1[CH:3]=[C:4]([C:9]2[O:13][N:12]=[CH:11][C:10]=2[C:14]([N:40]2[CH2:45][CH2:44][CH2:43][C@@H:42]([C:46]([OH:49])([CH3:48])[CH3:47])[CH2:41]2)=[O:16])[CH:5]=[CH:6][C:7]=1[CH3:8], predict the reactants needed to synthesize it. The reactants are: [CH3:1][C:2]1[CH:3]=[C:4]([C:9]2[O:13][N:12]=[CH:11][C:10]=2[C:14]([OH:16])=O)[CH:5]=[CH:6][C:7]=1[CH3:8].CN(C(ON1N=NC2C=CC=CC1=2)=[N+](C)C)C.[B-](F)(F)(F)F.Cl.[NH:40]1[CH2:45][CH2:44][CH2:43][C@@H:42]([C:46]([OH:49])([CH3:48])[CH3:47])[CH2:41]1.C(N(CC)CC)C. (5) Given the product [C:39]1([B-:26]([C:20]2[CH:21]=[CH:22][CH:23]=[CH:24][CH:25]=2)([C:27]2[CH:28]=[CH:29][CH:30]=[CH:31][CH:32]=2)[C:33]2[CH:38]=[CH:37][CH:36]=[CH:35][CH:34]=2)[CH:40]=[CH:41][CH:42]=[CH:43][CH:44]=1.[Cl-:1].[Mn+2:2].[CH3:19][N:12]1[CH2:11][CH2:10][CH2:9][NH:8][CH2:7][CH2:6][N:5]([CH3:4])[CH2:18][CH2:17][CH2:16][NH:15][CH2:14][CH2:13]1, predict the reactants needed to synthesize it. The reactants are: [Cl-:1].[Mn+2:2].[Cl-].[CH3:4][N:5]1[CH2:18][CH2:17][CH2:16][NH:15][CH2:14][CH2:13][N:12]([CH3:19])[CH2:11][CH2:10][CH2:9][NH:8][CH2:7][CH2:6]1.[C:20]1([B-:26]([C:39]2[CH:44]=[CH:43][CH:42]=[CH:41][CH:40]=2)([C:33]2[CH:38]=[CH:37][CH:36]=[CH:35][CH:34]=2)[C:27]2[CH:32]=[CH:31][CH:30]=[CH:29][CH:28]=2)[CH:25]=[CH:24][CH:23]=[CH:22][CH:21]=1.[Na+]. (6) Given the product [Br:1][C:2]1[CH:3]=[C:4]([C:5](=[O:7])/[CH:55]=[C:50]2\[S:51][C:52]([CH3:54])=[N:53][N:49]\2[CH2:45][CH2:46][CH2:47][CH3:48])[CH:8]=[CH:9][CH:10]=1, predict the reactants needed to synthesize it. The reactants are: [Br:1][C:2]1[CH:3]=[C:4]([CH:8]=[CH:9][CH:10]=1)[C:5]([OH:7])=O.CN(C(ON1N=NC2C=CC=NC1=2)=[N+](C)C)C.F[P-](F)(F)(F)(F)F.CCN(C(C)C)C(C)C.[I-].[CH2:45]([N+:49]1[N:53]=[C:52]([CH3:54])[S:51][C:50]=1[CH3:55])[CH2:46][CH2:47][CH3:48]. (7) Given the product [ClH:1].[N+:19]([C:17]1[CH:16]=[N:15][N:14]([CH:11]2[CH2:12][CH2:13][NH:9][CH2:10]2)[CH:18]=1)([O-:21])=[O:20], predict the reactants needed to synthesize it. The reactants are: [ClH:1].C(OC([N:9]1[CH2:13][CH2:12][CH:11]([N:14]2[CH:18]=[C:17]([N+:19]([O-:21])=[O:20])[CH:16]=[N:15]2)[CH2:10]1)=O)(C)(C)C. (8) The reactants are: FC1C=CC([S:8]([Cl:11])(=[O:10])=[O:9])=CC=1OC.N[C:15]1[CH:16]=[C:17]([CH:20]=[CH:21][C:22]=1[Cl:23])[C:18]#[N:19]. Given the product [Cl:23][C:22]1[CH:21]=[CH:20][C:17]([C:18]#[N:19])=[CH:16][C:15]=1[S:8]([Cl:11])(=[O:10])=[O:9], predict the reactants needed to synthesize it. (9) Given the product [C:1]([O:4][CH2:5][C@H:6]1[CH2:7][NH:8][CH2:9][CH2:10][N:11]1[C:12]([C:14]1[N:15]=[C:16]([C:28]2[CH:29]=[CH:30][C:31]([CH3:34])=[CH:32][CH:33]=2)[N:17]([C:19]2[CH:24]=[CH:23][CH:22]=[C:21]([O:25][CH2:26][CH3:27])[CH:20]=2)[CH:18]=1)=[O:13])(=[O:3])[CH3:2], predict the reactants needed to synthesize it. The reactants are: [C:1]([O:4][CH2:5][C@@H:6]1[N:11]([C:12]([C:14]2[N:15]=[C:16]([C:28]3[CH:33]=[CH:32][C:31]([CH3:34])=[CH:30][CH:29]=3)[N:17]([C:19]3[CH:24]=[CH:23][CH:22]=[C:21]([O:25][CH2:26][CH3:27])[CH:20]=3)[CH:18]=2)=[O:13])[CH2:10][CH2:9][N:8](C(OCC2C=CC=CC=2)=O)[CH2:7]1)(=[O:3])[CH3:2].C(OC1C=C(N2C=C(C(N3CCN(C(OCC4C=CC=CC=4)=O)C[C@@H]3CO)=O)N=C2C2C=CC(C)=CC=2)C=CC=1)C.C(N(CC)C(C)C)(C)C.C(OC(=O)C)(=O)C. (10) Given the product [NH2:24][CH2:23][C:21]1[N:22]=[C:18]([N:15]2[CH2:14][CH2:13][CH:12]([NH:11][C:9]([C:3]3[NH:4][C:5]([CH3:8])=[C:6]([Cl:7])[C:2]=3[Cl:1])=[O:10])[CH2:17][CH2:16]2)[S:19][C:20]=1[C:35]([O:37][CH2:38][CH3:39])=[O:36], predict the reactants needed to synthesize it. The reactants are: [Cl:1][C:2]1[C:6]([Cl:7])=[C:5]([CH3:8])[NH:4][C:3]=1[C:9]([NH:11][CH:12]1[CH2:17][CH2:16][N:15]([C:18]2[S:19][C:20]([C:35]([O:37][CH2:38][CH3:39])=[O:36])=[C:21]([CH2:23][N:24]3C(=O)C4C(=CC=CC=4)C3=O)[N:22]=2)[CH2:14][CH2:13]1)=[O:10].O.NN.